Dataset: Full USPTO retrosynthesis dataset with 1.9M reactions from patents (1976-2016). Task: Predict the reactants needed to synthesize the given product. (1) Given the product [C:60]([Si:64]([CH3:73])([CH3:72])[N:65]1[C@@H:68]([CH2:69][O:27][C:24]2[CH:25]=[CH:26][C:21]([C:3]([CH2:4][CH3:5])([C:6]3[CH:11]=[CH:10][C:9]([CH2:12][CH2:13][CH:14]([OH:19])[C:15]([CH3:17])([CH3:18])[CH3:16])=[C:8]([CH3:20])[CH:7]=3)[CH2:1][CH3:2])=[CH:22][C:23]=2[CH3:28])[CH2:67][C:66]1=[O:71])([CH3:61])([CH3:63])[CH3:62], predict the reactants needed to synthesize it. The reactants are: [CH2:1]([C:3]([C:21]1[CH:26]=[CH:25][C:24]([OH:27])=[C:23]([CH3:28])[CH:22]=1)([C:6]1[CH:11]=[CH:10][C:9]([CH2:12][CH2:13][CH:14]([OH:19])[C:15]([CH3:18])([CH3:17])[CH3:16])=[C:8]([CH3:20])[CH:7]=1)[CH2:4][CH3:5])[CH3:2].C1(P(C2C=CC=CC=2)C2C=CC=CC=2)C=CC=CC=1.CCOC(/N=N/C(OCC)=O)=O.[C:60]([Si:64]([CH3:73])([CH3:72])[N:65]1[C@@H:68]([CH2:69]O)[CH2:67][C:66]1=[O:71])([CH3:63])([CH3:62])[CH3:61]. (2) The reactants are: O[CH:2]1[C:11]2[CH:10]=[C:9]([NH:12]C(=O)OC(C)(C)C)[CH:8]=[CH:7][C:6]=2[CH2:5][CH2:4][CH2:3]1.COC1C=C(OC)C=CC=1C[N:25]([C:40]1[CH:45]=[CH:44][CH:43]=[C:42]([F:46])[N:41]=1)[S:26]([C:29]1[C:38]([F:39])=[CH:37][C:32]2[NH:33][C:34](=[O:36])[O:35][C:31]=2[CH:30]=1)(=[O:28])=[O:27]. Given the product [NH2:12][C:9]1[CH:10]=[C:11]2[C:6]([CH2:5][CH2:4][CH2:3][CH:2]2[N:33]2[C:32]3[CH:37]=[C:38]([F:39])[C:29]([S:26]([NH:25][C:40]4[CH:45]=[CH:44][CH:43]=[C:42]([F:46])[N:41]=4)(=[O:28])=[O:27])=[CH:30][C:31]=3[O:35][C:34]2=[O:36])=[CH:7][CH:8]=1, predict the reactants needed to synthesize it. (3) Given the product [ClH:49].[OH:1][C@H:2]([C:37]1[CH:38]=[CH:39][CH:40]=[CH:41][CH:42]=1)[CH2:3][NH:4][CH2:12][CH2:13][C:14]1[CH:15]=[CH:16][C:17]([C:20]2[CH:25]=[CH:24][C:23]([C:26]([NH:28][S:29]([CH3:32])(=[O:31])=[O:30])=[O:27])=[C:22]([O:33][CH:34]([CH3:36])[CH3:35])[CH:21]=2)=[CH:18][CH:19]=1, predict the reactants needed to synthesize it. The reactants are: [OH:1][C@H:2]([C:37]1[CH:42]=[CH:41][CH:40]=[CH:39][CH:38]=1)[CH2:3][N:4]([CH2:12][CH2:13][C:14]1[CH:19]=[CH:18][C:17]([C:20]2[CH:25]=[CH:24][C:23]([C:26]([NH:28][S:29]([CH3:32])(=[O:31])=[O:30])=[O:27])=[C:22]([O:33][CH:34]([CH3:36])[CH3:35])[CH:21]=2)=[CH:16][CH:15]=1)C(=O)OC(C)(C)C.O1CCOCC1.[ClH:49]. (4) Given the product [OH:1][C@@H:2]1[CH2:7][CH2:6][C@H:5]([C:8]2[CH:9]=[C:10]([CH:16]=[CH:17][CH:18]=2)[C:11]([O:13][CH2:14][CH3:15])=[O:12])[CH2:4][CH2:3]1.[CH2:14]([O:13][C:11](=[O:12])[C:10]1[CH:16]=[CH:17][CH:18]=[C:8]([C@H:5]2[CH2:6][CH2:7][C@H:2]([OH:1])[CH2:3][CH2:4]2)[CH:9]=1)[CH3:15], predict the reactants needed to synthesize it. The reactants are: [OH:1][CH:2]1[CH2:7][CH2:6][C:5]([C:8]2[CH:9]=[C:10]([CH:16]=[CH:17][CH:18]=2)[C:11]([O:13][CH2:14][CH3:15])=[O:12])=[CH:4][CH2:3]1.C([O-])=O.[NH4+]. (5) The reactants are: [N:1]1[CH:6]=[CH:5][CH:4]=[C:3]([CH:7]=O)[CH:2]=1.[CH3:9][C@H:10]1[CH2:15][NH:14][C@H:13]([CH3:16])[CH2:12][N:11]1[C:17]1[CH:18]=[CH:19][C:20]2[N:21]([C:23]([C:26]([F:29])([F:28])[F:27])=[N:24][N:25]=2)[N:22]=1. Given the product [CH3:9][C@H:10]1[CH2:15][N:14]([CH2:7][C:3]2[CH:2]=[N:1][CH:6]=[CH:5][CH:4]=2)[C@H:13]([CH3:16])[CH2:12][N:11]1[C:17]1[CH:18]=[CH:19][C:20]2[N:21]([C:23]([C:26]([F:29])([F:28])[F:27])=[N:24][N:25]=2)[N:22]=1, predict the reactants needed to synthesize it. (6) Given the product [Cl:24][C:18]1[CH:19]=[CH:20][CH:21]=[C:22]([F:23])[C:17]=1[C:15]1[S:14][C:13]2[C:8]([NH2:7])=[N:9][CH:10]=[C:11]([F:25])[C:12]=2[N:16]=1, predict the reactants needed to synthesize it. The reactants are: C(OC(=O)[NH:7][C:8]1[C:13]2[S:14][C:15]([C:17]3[C:22]([F:23])=[CH:21][CH:20]=[CH:19][C:18]=3[Cl:24])=[N:16][C:12]=2[C:11]([F:25])=[CH:10][N:9]=1)(C)(C)C. (7) The reactants are: [CH3:1][N:2]1[CH:6]=[N:5][N:4]=[C:3]1[SH:7].Br[CH2:9][CH2:10][CH2:11][OH:12].C(=O)([O-])[O-].[K+].[K+]. Given the product [CH3:1][N:2]1[CH:6]=[N:5][N:4]=[C:3]1[S:7][CH2:9][CH2:10][CH2:11][OH:12], predict the reactants needed to synthesize it.